The task is: Predict the reactants needed to synthesize the given product.. This data is from Full USPTO retrosynthesis dataset with 1.9M reactions from patents (1976-2016). (1) Given the product [CH3:1][O:2][C:3]1[CH:4]=[C:5]([CH2:11][C:12](=[O:13])[CH2:18][C:19]2[CH:24]=[CH:23][CH:22]=[CH:21][CH:20]=2)[CH:6]=[CH:7][C:8]=1[O:9][CH3:10], predict the reactants needed to synthesize it. The reactants are: [CH3:1][O:2][C:3]1[CH:4]=[C:5]([CH2:11][C:12](N(OC)C)=[O:13])[CH:6]=[CH:7][C:8]=1[O:9][CH3:10].[CH2:18]([Mg]Cl)[C:19]1[CH:24]=[CH:23][CH:22]=[CH:21][CH:20]=1. (2) Given the product [Cl:1][C:2]1[CH:3]=[CH:4][C:5]([CH3:15])=[C:6]([N:8]2[C:12]([NH:13][C:25]([C:18]3[CH:17]=[N:16][N:20]4[CH:21]=[CH:22][CH:23]=[N:24][C:19]=34)=[O:26])=[CH:11][C:10]([CH3:14])=[N:9]2)[CH:7]=1, predict the reactants needed to synthesize it. The reactants are: [Cl:1][C:2]1[CH:3]=[CH:4][C:5]([CH3:15])=[C:6]([N:8]2[C:12]([NH2:13])=[CH:11][C:10]([CH3:14])=[N:9]2)[CH:7]=1.[N:16]1[N:20]2[CH:21]=[CH:22][CH:23]=[N:24][C:19]2=[C:18]([C:25](O)=[O:26])[CH:17]=1.F[P-](F)(F)(F)(F)F.N1(O[P+](N2CCCC2)(N2CCCC2)N2CCCC2)C2N=CC=CC=2N=N1.C(N(CC)C(C)C)(C)C. (3) Given the product [CH3:17][C@H:16]1[C@H:15]([C:12]2[CH:11]=[CH:10][C:9]([OH:8])=[CH:14][CH:13]=2)[O:29][C:24]2[C:19](=[N:20][CH:21]=[CH:22][CH:23]=2)[S:18]1, predict the reactants needed to synthesize it. The reactants are: COC1C=CC(C[O:8][C:9]2[CH:14]=[CH:13][C:12]([CH:15]([OH:29])[C@@H:16]([S:18][C:19]3[C:24](OCOC)=[CH:23][CH:22]=[CH:21][N:20]=3)[CH3:17])=[CH:11][CH:10]=2)=CC=1.C1(OC)C=CC=CC=1.FC(F)(F)C(O)=O.C(=O)([O-])O.[Na+]. (4) Given the product [CH2:1]([O:3][C:4]1([C:7]2[CH:12]=[CH:11][C:10]([C:13]#[C:14][C:15]3[CH:16]=[CH:17][C:18]([CH2:21][C:22]([OH:24])=[O:23])=[CH:19][CH:20]=3)=[CH:9][C:8]=2[C:26]([CH3:27])([CH3:29])[CH3:28])[CH2:6][CH2:5]1)[CH3:2], predict the reactants needed to synthesize it. The reactants are: [CH2:1]([O:3][C:4]1([C:7]2[CH:12]=[CH:11][C:10]([C:13]#[C:14][C:15]3[CH:20]=[CH:19][C:18]([CH2:21][C:22]([O:24]C)=[O:23])=[CH:17][CH:16]=3)=[CH:9][C:8]=2[C:26]([CH3:29])([CH3:28])[CH3:27])[CH2:6][CH2:5]1)[CH3:2].[OH-].[Na+]. (5) Given the product [ClH:3].[NH2:5][C@@H:6]1[CH2:11][CH2:10][C@H:9]([C:12]([O:14][CH3:15])=[O:13])[CH2:8][CH2:7]1, predict the reactants needed to synthesize it. The reactants are: S(Cl)([Cl:3])=O.[NH2:5][C@@H:6]1[CH2:11][CH2:10][C@H:9]([C:12]([OH:14])=[O:13])[CH2:8][CH2:7]1.[CH3:15]O. (6) Given the product [CH2:25]([N:28]1[C:29]([CH3:34])([CH3:33])[C:30](=[O:31])[N:32]=[C:21]1[C:10]1[C:9]([CH3:24])=[C:8]([C:5]2[CH:6]=[CH:7][C:2]([Cl:1])=[CH:3][CH:4]=2)[N:12]([C:13]2[CH:18]=[CH:17][C:16]([Cl:19])=[CH:15][C:14]=2[Cl:20])[N:11]=1)[CH:26]=[CH2:27], predict the reactants needed to synthesize it. The reactants are: [Cl:1][C:2]1[CH:7]=[CH:6][C:5]([C:8]2[N:12]([C:13]3[CH:18]=[CH:17][C:16]([Cl:19])=[CH:15][C:14]=3[Cl:20])[N:11]=[C:10]([C:21](O)=O)[C:9]=2[CH3:24])=[CH:4][CH:3]=1.[CH2:25]([NH:28][C:29]([CH3:34])([CH3:33])[C:30]([NH2:32])=[O:31])[CH:26]=[CH2:27]. (7) Given the product [C:27]1([C:24]2[N:23]=[CH:22][C:21]([C:38](=[O:40])[CH3:39])=[CH:26][N:25]=2)[CH:32]=[CH:31][CH:30]=[CH:29][CH:28]=1, predict the reactants needed to synthesize it. The reactants are: C1(P(C2C=CC=CC=2)C2C=CC=CC=2)C=CC=CC=1.Br[C:21]1[CH:22]=[N:23][C:24]([C:27]2[CH:32]=[CH:31][CH:30]=[CH:29][CH:28]=2)=[N:25][CH:26]=1.C([Sn](CCCC)(CCCC)[C:38]([O:40]CC)=[CH2:39])CCC.Cl.C(=O)(O)[O-].[Na+]. (8) Given the product [F:1][C:2]1[CH:10]=[C:9]2[C:5]([C:6]([CH2:35][CH:36]3[CH2:40][CH2:39][CH2:38][NH:37]3)=[C:7]3[C:14]4=[C:15]([CH2:23][CH:24]5[CH2:28][CH2:27][CH2:26][NH:25]5)[C:16]5[CH:17]=[CH:18][C:19]([F:22])=[CH:20][C:21]=5[N:13]4[CH2:12][CH2:11][N:8]32)=[CH:4][CH:3]=1, predict the reactants needed to synthesize it. The reactants are: [F:1][C:2]1[CH:10]=[C:9]2[C:5]([C:6]([CH2:35][CH:36]3[CH2:40][CH2:39][CH2:38][N:37]3C(=O)C(F)(F)F)=[C:7]3[C:14]4=[C:15]([CH2:23][CH:24]5[CH2:28][CH2:27][CH2:26][N:25]5C(=O)C(F)(F)F)[C:16]5[CH:17]=[CH:18][C:19]([F:22])=[CH:20][C:21]=5[N:13]4[CH2:12][CH2:11][N:8]32)=[CH:4][CH:3]=1.C([O-])([O-])=O.[K+].[K+]. (9) The reactants are: [Cl-].[Ce+3].[Cl-].[Cl-].C[Mg]Br.F[C:9](F)(F)[C:10]([C:13]1[CH:18]=[CH:17][CH:16]=[C:15]([O:19][C@@H:20]2[CH2:25][CH2:24][C@@H:23]([CH3:26])[N:22]([C:27]([C:29]3[CH:34]=[CH:33][CH:32]=[CH:31][C:30]=3[N:35]3[N:39]=[CH:38][CH:37]=[N:36]3)=[O:28])[CH2:21]2)[CH:14]=1)([OH:12])[CH3:11]. Given the product [CH3:26][C@H:23]1[N:22]([C:27]([C:29]2[CH:34]=[CH:33][CH:32]=[CH:31][C:30]=2[N:35]2[N:36]=[CH:37][CH:38]=[N:39]2)=[O:28])[CH2:21][C@H:20]([O:19][C:15]2[CH:14]=[C:13]([C:10]([OH:12])([CH3:11])[CH3:9])[CH:18]=[CH:17][CH:16]=2)[CH2:25][CH2:24]1, predict the reactants needed to synthesize it. (10) Given the product [NH2:22][C:21]1[CH:20]=[CH:19][CH:18]=[C:17]([Cl:25])[C:16]=1[CH2:15][NH:14][CH:11]1[CH2:12][CH2:13][N:8]([CH2:1][C:2]2[CH:7]=[CH:6][CH:5]=[CH:4][CH:3]=2)[CH2:9][CH2:10]1, predict the reactants needed to synthesize it. The reactants are: [CH2:1]([N:8]1[CH2:13][CH2:12][CH:11]([NH:14][C:15](=O)[C:16]2[C:21]([N+:22]([O-])=O)=[CH:20][CH:19]=[CH:18][C:17]=2[Cl:25])[CH2:10][CH2:9]1)[C:2]1[CH:7]=[CH:6][CH:5]=[CH:4][CH:3]=1.[H-].[Al+3].[Li+].[H-].[H-].[H-].